From a dataset of Forward reaction prediction with 1.9M reactions from USPTO patents (1976-2016). Predict the product of the given reaction. (1) Given the reactants [C:1]([O:4][C@@H:5]1[CH2:9][C:8](=[O:10])[N:7]([C@@H:11]2[CH2:16][CH2:15][CH2:14][CH2:13][C@H:12]2[O:17]CC2C=CC=CC=2)[C:6]1=[O:25])(=[O:3])[CH3:2], predict the reaction product. The product is: [C:1]([O:4][C@@H:5]1[CH2:9][C:8](=[O:10])[N:7]([C@@H:11]2[CH2:16][CH2:15][CH2:14][CH2:13][C@H:12]2[OH:17])[C:6]1=[O:25])(=[O:3])[CH3:2]. (2) The product is: [CH3:1][O:2][C:3](=[O:10])[C:4]#[C:5][C:6](=[O:9])[CH2:7][CH3:8]. Given the reactants [CH3:1][O:2][C:3](=[O:10])[C:4]#[C:5][CH:6]([OH:9])[CH2:7][CH3:8].C([O-])(O)=O.[Na+], predict the reaction product.